Dataset: NCI-60 drug combinations with 297,098 pairs across 59 cell lines. Task: Regression. Given two drug SMILES strings and cell line genomic features, predict the synergy score measuring deviation from expected non-interaction effect. (1) Drug 1: COC1=CC(=CC(=C1O)OC)C2C3C(COC3=O)C(C4=CC5=C(C=C24)OCO5)OC6C(C(C7C(O6)COC(O7)C8=CC=CS8)O)O. Drug 2: C1=CC(=CC=C1CC(C(=O)O)N)N(CCCl)CCCl.Cl. Cell line: A549. Synergy scores: CSS=54.8, Synergy_ZIP=-3.53, Synergy_Bliss=-2.62, Synergy_Loewe=-9.71, Synergy_HSA=0.425. (2) Drug 1: COC1=CC(=CC(=C1O)OC)C2C3C(COC3=O)C(C4=CC5=C(C=C24)OCO5)OC6C(C(C7C(O6)COC(O7)C8=CC=CS8)O)O. Drug 2: C1CCC(CC1)NC(=O)N(CCCl)N=O. Cell line: OVCAR-4. Synergy scores: CSS=8.58, Synergy_ZIP=-3.52, Synergy_Bliss=-1.29, Synergy_Loewe=0.188, Synergy_HSA=0.462. (3) Cell line: MALME-3M. Drug 2: CCC1(C2=C(COC1=O)C(=O)N3CC4=CC5=C(C=CC(=C5CN(C)C)O)N=C4C3=C2)O.Cl. Drug 1: CNC(=O)C1=CC=CC=C1SC2=CC3=C(C=C2)C(=NN3)C=CC4=CC=CC=N4. Synergy scores: CSS=13.6, Synergy_ZIP=-2.41, Synergy_Bliss=1.85, Synergy_Loewe=-2.42, Synergy_HSA=0.484.